This data is from Choline transporter screen with 302,306 compounds. The task is: Binary Classification. Given a drug SMILES string, predict its activity (active/inactive) in a high-throughput screening assay against a specified biological target. (1) The result is 0 (inactive). The drug is Clc1ccc(n2c(n[nH]c2=S)C2C(C2)c2ccc(cc2)C)cc1. (2) The molecule is O=C1N(C2CCCCC2)CC(=O)N(C1c1cc(OC)c(OCC)cc1)CCCOCC. The result is 0 (inactive).